From a dataset of Catalyst prediction with 721,799 reactions and 888 catalyst types from USPTO. Predict which catalyst facilitates the given reaction. (1) Reactant: [CH3:1][C:2](=O)[CH2:3][C:4](=O)[CH3:5].[NH2:8][C:9]1[N:13]=[C:12]([SH:14])[NH:11][N:10]=1.N1CCCCC1. Product: [CH3:1][C:2]1[CH:3]=[C:4]([CH3:5])[N:10]2[N:11]=[C:12]([SH:14])[N:13]=[C:9]2[N:8]=1. The catalyst class is: 15. (2) Reactant: C[O:2][C:3](=O)[C@H:4]([N:13]([CH2:21][C:22]1[CH:27]=[CH:26][CH:25]=[CH:24][CH:23]=1)[CH2:14][C:15]1[CH:20]=[CH:19][CH:18]=[CH:17][CH:16]=1)[CH2:5][C:6]1[CH:11]=[CH:10][CH:9]=[CH:8][C:7]=1[F:12].[H-].[Al+3].[Li+].[H-].[H-].[H-]. Product: [CH2:21]([N:13]([CH2:14][C:15]1[CH:16]=[CH:17][CH:18]=[CH:19][CH:20]=1)[C@H:4]([CH2:5][C:6]1[CH:11]=[CH:10][CH:9]=[CH:8][C:7]=1[F:12])[CH2:3][OH:2])[C:22]1[CH:23]=[CH:24][CH:25]=[CH:26][CH:27]=1. The catalyst class is: 1. (3) The catalyst class is: 76. Product: [CH2:1]([C:8]1[CH:9]=[CH:10][C:11]2[O:15][C:14]([C:16]3[CH:21]=[CH:20][C:19]([CH:22]=[O:23])=[CH:18][C:17]=3[F:27])=[N:13][C:12]=2[CH:28]=1)[C:2]1[CH:3]=[CH:4][CH:5]=[CH:6][CH:7]=1. Reactant: [CH2:1]([C:8]1[CH:9]=[CH:10][C:11]2[O:15][C:14]([C:16]3[CH:21]=[CH:20][C:19]([CH:22](OC)[O:23]C)=[CH:18][C:17]=3[F:27])=[N:13][C:12]=2[CH:28]=1)[C:2]1[CH:7]=[CH:6][CH:5]=[CH:4][CH:3]=1.Cl. (4) Reactant: C([O:4][CH2:5][C:6]([C@@H:8]1[C@:24]2([CH3:25])[CH:11]([CH:12]3[CH:21]([CH2:22][CH2:23]2)[C@:20]2([CH3:26])[C:15]([CH2:16][C@@H:17]([O:27][Si:28]([C:41]([CH3:44])([CH3:43])[CH3:42])([C:35]4[CH:40]=[CH:39][CH:38]=[CH:37][CH:36]=4)[C:29]4[CH:34]=[CH:33][CH:32]=[CH:31][CH:30]=4)[CH2:18][CH2:19]2)=[CH:14][CH2:13]3)[CH2:10][CH2:9]1)=[O:7])(=O)C.C([O-])([O-])=O.[K+].[K+].CCOC(C)=O. Product: [Si:28]([O:27][C@@H:17]1[CH2:16][C:15]2[C@@:20]([CH3:26])([CH:21]3[CH:12]([CH2:13][CH:14]=2)[CH:11]2[C@@:24]([CH3:25])([C@@H:8]([C:6](=[O:7])[CH2:5][OH:4])[CH2:9][CH2:10]2)[CH2:23][CH2:22]3)[CH2:19][CH2:18]1)([C:41]([CH3:44])([CH3:43])[CH3:42])([C:35]1[CH:36]=[CH:37][CH:38]=[CH:39][CH:40]=1)[C:29]1[CH:30]=[CH:31][CH:32]=[CH:33][CH:34]=1. The catalyst class is: 36. (5) Reactant: [C:1]1([CH2:11][N:12]2[CH2:17][CH2:16][CH:15]([CH2:18][NH:19][C:20]3[NH:24][C:23]4[CH:25]=[CH:26][CH:27]=[C:28]([N+:29]([O-])=O)[C:22]=4[N:21]=3)[CH2:14][CH2:13]2)[C:10]2[C:5](=[CH:6][CH:7]=[CH:8][CH:9]=2)[CH:4]=[CH:3][CH:2]=1.[C:32](O[C:32]([O:34][C:35]([CH3:38])([CH3:37])[CH3:36])=[O:33])([O:34][C:35]([CH3:38])([CH3:37])[CH3:36])=[O:33]. Product: [C:35]([O:34][C:32]([N:24]1[C:23]2[CH:25]=[CH:26][CH:27]=[C:28]([NH2:29])[C:22]=2[N:21]=[C:20]1[NH:19][CH2:18][CH:15]1[CH2:16][CH2:17][N:12]([CH2:11][C:1]2[C:10]3[C:5](=[CH:6][CH:7]=[CH:8][CH:9]=3)[CH:4]=[CH:3][CH:2]=2)[CH2:13][CH2:14]1)=[O:33])([CH3:38])([CH3:37])[CH3:36]. The catalyst class is: 12. (6) Reactant: C[Si]([C:5]#[C:6][C:7]1[CH:8]=[CH:9][C:10]2[N:11]([CH:13]=[C:14]([C:16]([O:18][CH2:19][CH3:20])=[O:17])[N:15]=2)[CH:12]=1)(C)C.[F-].C([N+](CCCC)(CCCC)CCCC)CCC.O. Product: [C:6]([C:7]1[CH:8]=[CH:9][C:10]2[N:11]([CH:13]=[C:14]([C:16]([O:18][CH2:19][CH3:20])=[O:17])[N:15]=2)[CH:12]=1)#[CH:5]. The catalyst class is: 7. (7) Reactant: Br[C:2]1[S:10][C:9]2[C:8](=[O:11])[NH:7][C:6]([CH3:13])([CH3:12])[N:5]([CH2:14][C:15]([N:17]3[CH2:22][CH2:21][O:20][CH2:19][CH2:18]3)=[O:16])[C:4]=2[CH:3]=1.C([O-])([O-])=O.[Na+].[Na+].COCCOC.CC1(C)C(C)(C)OB([C:43]2[CH:44]=[N:45][N:46](C(OC(C)(C)C)=O)[CH:47]=2)O1. Product: [CH3:12][C:6]1([CH3:13])[N:5]([CH2:14][C:15]([N:17]2[CH2:22][CH2:21][O:20][CH2:19][CH2:18]2)=[O:16])[C:4]2[CH:3]=[C:2]([C:43]3[CH:44]=[N:45][NH:46][CH:47]=3)[S:10][C:9]=2[C:8](=[O:11])[NH:7]1. The catalyst class is: 6. (8) Reactant: C([O:3][C:4](=O)[CH2:5][O:6][C:7]([CH3:25])([CH3:24])[CH2:8][N:9](CC1C=CC=CC=1)CC1C=CC=CC=1)C. The catalyst class is: 320. Product: [CH3:24][C:7]1([CH3:25])[CH2:8][NH:9][C:4](=[O:3])[CH2:5][O:6]1. (9) Reactant: [CH3:1][S:2](Cl)(=[O:4])=[O:3].CN1C(=O)CCC1.[CH3:13][C:14]([CH3:34])([CH3:33])[CH2:15][N:16]1[C:24]2[C:19](=[N:20][C:21]([CH:25]3[CH2:30][CH2:29][CH2:28][NH:27][CH2:26]3)=[CH:22][CH:23]=2)[N:18]([CH3:31])[C:17]1=[O:32].CCN(C(C)C)C(C)C. Product: [CH3:13][C:14]([CH3:34])([CH3:33])[CH2:15][N:16]1[C:24]2[C:19](=[N:20][C:21]([CH:25]3[CH2:30][CH2:29][CH2:28][N:27]([S:2]([CH3:1])(=[O:4])=[O:3])[CH2:26]3)=[CH:22][CH:23]=2)[N:18]([CH3:31])[C:17]1=[O:32]. The catalyst class is: 5.